Predict the product of the given reaction. From a dataset of Forward reaction prediction with 1.9M reactions from USPTO patents (1976-2016). (1) The product is: [C:1]([N:24]1[CH2:25][CH2:26][CH2:27][CH:23]1[C:22]1[CH:21]=[CH:20][C:19]([NH:28][C:29]([C:31]2[CH:36]=[N:35][CH:34]=[CH:33][N:32]=2)=[O:30])=[CH:18][C:17]=1[F:16])(=[O:3])[CH3:2]. Given the reactants [C:1](OC(=O)C)(=[O:3])[CH3:2].N1C=CC=CC=1.Cl.Cl.[F:16][C:17]1[CH:18]=[C:19]([NH:28][C:29]([C:31]2[CH:36]=[N:35][CH:34]=[CH:33][N:32]=2)=[O:30])[CH:20]=[CH:21][C:22]=1[CH:23]1[CH2:27][CH2:26][CH2:25][NH:24]1, predict the reaction product. (2) Given the reactants [Cl:1][C:2]1[CH:17]=[CH:16][C:5]([O:6][C@H:7]([CH3:15])[CH2:8][CH2:9][O:10]S(C)(=O)=O)=[C:4]([O:18][C:19]2[CH:24]=[CH:23][CH:22]=[CH:21][CH:20]=2)[CH:3]=1.C([O:27][C:28](=[O:40])[C:29]([F:39])([F:38])[CH2:30][C:31]1[CH:36]=[CH:35][C:34](O)=[CH:33][CH:32]=1)C, predict the reaction product. The product is: [Cl:1][C:2]1[CH:17]=[CH:16][C:5]([O:6][C@H:7]([CH3:15])[CH2:8][CH2:9][O:10][C:34]2[CH:33]=[CH:32][C:31]([CH2:30][C:29]([F:38])([F:39])[C:28]([OH:40])=[O:27])=[CH:36][CH:35]=2)=[C:4]([O:18][C:19]2[CH:24]=[CH:23][CH:22]=[CH:21][CH:20]=2)[CH:3]=1. (3) Given the reactants [F:1][C:2]1[CH:20]=[CH:19][CH:18]=[C:17]([F:21])[C:3]=1[O:4][C:5]1[CH2:9][N:8]([C@@H:10]([CH2:14][CH3:15])[C:11]([OH:13])=O)[C:7](=[O:16])[CH:6]=1.[CH3:22][C:23]1([CH3:35])[O:27][C@H:26]([CH2:28][N:29]2[CH:33]=[CH:32][C:31]([NH2:34])=[N:30]2)[CH2:25][O:24]1.F[P-](F)(F)(F)(F)F.N1(O[P+](N(C)C)(N(C)C)N(C)C)C2C=CC=CC=2N=N1.C(N(CC)C(C)C)(C)C, predict the reaction product. The product is: [F:21][C:17]1[CH:18]=[CH:19][CH:20]=[C:2]([F:1])[C:3]=1[O:4][C:5]1[CH2:9][N:8]([C@@H:10]([CH2:14][CH3:15])[C:11]([NH:34][C:31]2[CH:32]=[CH:33][N:29]([CH2:28][C@@H:26]3[CH2:25][O:24][C:23]([CH3:35])([CH3:22])[O:27]3)[N:30]=2)=[O:13])[C:7](=[O:16])[CH:6]=1.